Dataset: Peptide-MHC class I binding affinity with 185,985 pairs from IEDB/IMGT. Task: Regression. Given a peptide amino acid sequence and an MHC pseudo amino acid sequence, predict their binding affinity value. This is MHC class I binding data. (1) The peptide sequence is RKRLMSMVK. The binding affinity (normalized) is 0.0847. The MHC is HLA-A69:01 with pseudo-sequence HLA-A69:01. (2) The peptide sequence is ETNIGCAVNT. The MHC is HLA-A02:06 with pseudo-sequence HLA-A02:06. The binding affinity (normalized) is 0. (3) The peptide sequence is YLRNFLAAP. The MHC is HLA-A68:02 with pseudo-sequence HLA-A68:02. The binding affinity (normalized) is 0.00346. (4) The peptide sequence is YAQMWQLMY. The MHC is HLA-A30:02 with pseudo-sequence HLA-A30:02. The binding affinity (normalized) is 0.260. (5) The peptide sequence is YNAKRIETV. The MHC is HLA-A02:11 with pseudo-sequence HLA-A02:11. The binding affinity (normalized) is 0.494. (6) The peptide sequence is KLMALELFK. The MHC is HLA-A26:02 with pseudo-sequence HLA-A26:02. The binding affinity (normalized) is 0.0847. (7) The peptide sequence is DVDTSASEIK. The MHC is HLA-A68:01 with pseudo-sequence HLA-A68:01. The binding affinity (normalized) is 0.547.